From a dataset of Reaction yield outcomes from USPTO patents with 853,638 reactions. Predict the reaction yield, written as a fraction of the theoretical maximum amount of product (1.0 means a 100% yield; for example, 0.34 means a 34% yield). (1) The reactants are O.C1(C)C=CC(S(O)(=O)=O)=CC=1.O.[C:14]([C:18]1[CH:23]=[C:22]([O:24][CH3:25])[N:21]=[C:20]([O:26][CH3:27])[C:19]=1[NH:28]C(=O)OC(C)(C)C)([O:16][CH3:17])=[O:15].C([O-])(O)=O.[Na+]. The catalyst is C1(C)C=CC=CC=1. The product is [NH2:28][C:19]1[C:20]([O:26][CH3:27])=[N:21][C:22]([O:24][CH3:25])=[CH:23][C:18]=1[C:14]([O:16][CH3:17])=[O:15]. The yield is 0.970. (2) The reactants are C[O:2][C:3]1[CH:4]=[C:5]2[C:10](=[CH:11][CH:12]=1)[C@@H:9]([CH2:13][CH2:14][Br:15])[NH:8][CH2:7][CH2:6]2.[F:16][C:17]([F:22])([F:21])[C:18]([NH2:20])=[O:19].B(Br)(Br)Br.C(=O)([O-])O.[Na+]. The catalyst is ClCCl. The product is [OH:2][C:3]1[CH:4]=[C:5]2[C:10](=[CH:11][CH:12]=1)[C@@H:9]([CH2:13][CH2:14][Br:15])[NH:8][CH2:7][CH2:6]2.[F:16][C:17]([F:22])([F:21])[C:18]([NH2:20])=[O:19]. The yield is 0.750.